Dataset: Full USPTO retrosynthesis dataset with 1.9M reactions from patents (1976-2016). Task: Predict the reactants needed to synthesize the given product. (1) The reactants are: [C:1]([OH:8])(=[O:7])[CH2:2][CH2:3][C:4]([OH:6])=[O:5].[NH3:9]. Given the product [C:1]([OH:8])(=[O:7])[CH2:2][CH2:3][C:4]([OH:6])=[O:5].[NH3:9].[CH3:4][OH:5], predict the reactants needed to synthesize it. (2) Given the product [Br:1][C:2]1[C:3]([O:11][CH:13]([CH3:21])[C:14]([O:16][C:17]([CH3:20])([CH3:19])[CH3:18])=[O:15])=[C:4]([C:7]([O:9][CH3:10])=[O:8])[S:5][CH:6]=1, predict the reactants needed to synthesize it. The reactants are: [Br:1][C:2]1[C:3]([OH:11])=[C:4]([C:7]([O:9][CH3:10])=[O:8])[S:5][CH:6]=1.Br[CH:13]([CH3:21])[C:14]([O:16][C:17]([CH3:20])([CH3:19])[CH3:18])=[O:15].C(=O)([O-])[O-].[K+].[K+].CN(C=O)C. (3) Given the product [NH2:1][C:2]1[CH2:3][C:4]([C:23]([O:25][CH2:26][CH3:27])=[O:24])=[CH:5][C:6]2[CH:12]=[C:11]([O:13][CH3:14])[C:10]([C:38]3[CH:37]=[CH:36][C:35]([C:33]([N:28]4[CH2:29][CH2:30][CH2:31][CH2:32]4)=[O:34])=[CH:40][CH:39]=3)=[CH:9][C:7]=2[N:8]=1, predict the reactants needed to synthesize it. The reactants are: [NH2:1][C:2]1[CH2:3][C:4]([C:23]([O:25][CH2:26][CH3:27])=[O:24])=[CH:5][C:6]2[CH:12]=[C:11]([O:13][CH3:14])[C:10](OS(C(F)(F)F)(=O)=O)=[CH:9][C:7]=2[N:8]=1.[N:28]1([C:33]([C:35]2[CH:40]=[CH:39][C:38](B(O)O)=[CH:37][CH:36]=2)=[O:34])[CH2:32][CH2:31][CH2:30][CH2:29]1.O.[K].[K].C1(P(C2C=CC(S(O)(=O)=O)=CC=2)C2C=CC(S(O)(=O)=O)=CC=2)C=CC=CC=1.C([O-])([O-])=O.[Na+].[Na+]. (4) Given the product [ClH:19].[CH3:14][O:13][C@H:11]1[CH2:12][NH:8][C@H:9]([C:15]([O:17][CH3:18])=[O:16])[CH2:10]1, predict the reactants needed to synthesize it. The reactants are: C(OC([N:8]1[CH2:12][C@H:11]([O:13][CH3:14])[CH2:10][C@H:9]1[C:15]([O:17][CH3:18])=[O:16])=O)(C)(C)C.[ClH:19].O1CCOCC1. (5) Given the product [CH2:26]([O:25][C:23]([CH2:22][N:5]1[CH2:6][CH2:7][C:2]([N:8]2[CH2:9][CH2:10][N:11]([C:14]([O:16][C:17]([CH3:20])([CH3:19])[CH3:18])=[O:15])[CH2:12][CH2:13]2)([CH3:1])[CH2:3][CH2:4]1)=[O:24])[CH3:27], predict the reactants needed to synthesize it. The reactants are: [CH3:1][C:2]1([N:8]2[CH2:13][CH2:12][N:11]([C:14]([O:16][C:17]([CH3:20])([CH3:19])[CH3:18])=[O:15])[CH2:10][CH2:9]2)[CH2:7][CH2:6][NH:5][CH2:4][CH2:3]1.O=[CH:22][C:23]([O:25][CH2:26][CH3:27])=[O:24].C(O[BH-](OC(=O)C)OC(=O)C)(=O)C.[Na+].C([O-])(O)=O.[Na+]. (6) Given the product [CH3:13][O:12][C:7]1[CH:6]=[CH:5][C:4]2[C:9](=[CH:10][CH:11]=[C:2]([B:14]3[O:18][C:17]([CH3:20])([CH3:19])[C:16]([CH3:22])([CH3:21])[O:15]3)[CH:3]=2)[N:8]=1, predict the reactants needed to synthesize it. The reactants are: Br[C:2]1[CH:3]=[C:4]2[C:9](=[CH:10][CH:11]=1)[N:8]=[C:7]([O:12][CH3:13])[CH:6]=[CH:5]2.[B:14]1([B:14]2[O:18][C:17]([CH3:20])([CH3:19])[C:16]([CH3:22])([CH3:21])[O:15]2)[O:18][C:17]([CH3:20])([CH3:19])[C:16]([CH3:22])([CH3:21])[O:15]1.CC([O-])=O.[Na+]. (7) Given the product [CH3:1][O:2][C:3]([CH2:4][CH2:5][NH:6][C:26]([C:13]1([CH2:12][CH2:11][CH2:10][CH2:9][Br:8])[C:25]2[CH:24]=[CH:23][CH:22]=[CH:21][C:20]=2[C:19]2[C:14]1=[CH:15][CH:16]=[CH:17][CH:18]=2)=[O:27])=[O:7], predict the reactants needed to synthesize it. The reactants are: [CH3:1][O:2][C:3](=[O:7])[CH2:4][CH2:5][NH2:6].[Br:8][CH2:9][CH2:10][CH2:11][CH2:12][C:13]1([C:26](Cl)=[O:27])[C:25]2[CH:24]=[CH:23][CH:22]=[CH:21][C:20]=2[C:19]2[C:14]1=[CH:15][CH:16]=[CH:17][CH:18]=2. (8) The reactants are: [Cl:1][C:2]1[CH:7]=[C:6]([NH:8][C:9]2[C:18]3[C:13](=[CH:14][CH:15]=[CH:16][C:17]=3[O:19][CH2:20][CH2:21][NH:22][CH3:23])[N:12]=[CH:11][N:10]=2)[CH:5]=[CH:4][C:3]=1[OH:24].[C:25]([OH:29])(=O)[CH2:26][OH:27]. Given the product [Cl:1][C:2]1[CH:7]=[C:6]([CH:5]=[CH:4][C:3]=1[OH:24])[NH:8][C:9]1[C:18]2[C:13](=[CH:14][CH:15]=[CH:16][C:17]=2[O:19][CH2:20][CH2:21][N:22]([CH3:23])[C:25](=[O:29])[CH2:26][OH:27])[N:12]=[CH:11][N:10]=1, predict the reactants needed to synthesize it. (9) The reactants are: [O:1]1[C:5]2([CH2:10][CH2:9][NH:8][CH2:7][CH2:6]2)[O:4][CH2:3][CH2:2]1.F[C:12]1[CH:13]=[CH:14][C:15]([N+:19]([O-:21])=[O:20])=[C:16]([NH2:18])[CH:17]=1. Given the product [O:1]1[C:5]2([CH2:10][CH2:9][N:8]([C:12]3[CH:13]=[CH:14][C:15]([N+:19]([O-:21])=[O:20])=[C:16]([NH2:18])[CH:17]=3)[CH2:7][CH2:6]2)[O:4][CH2:3][CH2:2]1, predict the reactants needed to synthesize it. (10) Given the product [NH2:21][N:18]1[CH2:19][CH2:20][C:15]([CH2:14][CH2:13][C:6]2[C:5]3[C:10](=[CH:11][CH:12]=[C:3]([O:2][CH3:1])[N:4]=3)[N:9]=[CH:8][CH:7]=2)([OH:23])[CH2:16][CH2:17]1, predict the reactants needed to synthesize it. The reactants are: [CH3:1][O:2][C:3]1[N:4]=[C:5]2[C:10](=[CH:11][CH:12]=1)[N:9]=[CH:8][CH:7]=[C:6]2[CH2:13][CH2:14][C:15]1([OH:23])[CH2:20][CH2:19][N:18]([N:21]=O)[CH2:17][CH2:16]1.[H-].[H-].[H-].[H-].[Li+].[Al+3].